Predict the reactants needed to synthesize the given product. From a dataset of Full USPTO retrosynthesis dataset with 1.9M reactions from patents (1976-2016). (1) Given the product [CH2:1]([C:8]1[CH:9]=[N:10][C:11]2[C:16]([C:17]=1[C:18]1[CH:19]=[C:20]([NH:24][CH2:33][C:32]3[CH:35]=[CH:36][C:37]([C:39]([F:42])([F:41])[F:40])=[CH:38][C:31]=3[C:30]([F:29])([F:43])[F:44])[CH:21]=[CH:22][CH:23]=1)=[CH:15][CH:14]=[CH:13][C:12]=2[C:25]([F:28])([F:26])[F:27])[C:2]1[CH:3]=[CH:4][CH:5]=[CH:6][CH:7]=1, predict the reactants needed to synthesize it. The reactants are: [CH2:1]([C:8]1[CH:9]=[N:10][C:11]2[C:16]([C:17]=1[C:18]1[CH:19]=[C:20]([NH2:24])[CH:21]=[CH:22][CH:23]=1)=[CH:15][CH:14]=[CH:13][C:12]=2[C:25]([F:28])([F:27])[F:26])[C:2]1[CH:7]=[CH:6][CH:5]=[CH:4][CH:3]=1.[F:29][C:30]([F:44])([F:43])[C:31]1[CH:38]=[C:37]([C:39]([F:42])([F:41])[F:40])[CH:36]=[CH:35][C:32]=1[CH:33]=O. (2) Given the product [CH3:39][C:33]1[CH:34]=[C:35]([CH3:38])[CH:36]=[CH:37][C:32]=1[CH2:31][N:30]1[C:29](=[O:40])[CH:28]=[CH:27][CH:26]=[C:25]1[C:22]1[CH:21]=[CH:20][C:19]([O:18][C:17]2[CH:16]=[CH:15][C:14]([NH:13][C:5](=[O:11])[O:6][CH2:7][CH2:44][CH2:43][N:45]([CH2:50][CH3:51])[CH2:46][CH3:47])=[CH:42][CH:41]=2)=[CH:24][CH:23]=1, predict the reactants needed to synthesize it. The reactants are: ClC(Cl)(O[C:5](=[O:11])[O:6][C:7](Cl)(Cl)Cl)Cl.[NH2:13][C:14]1[CH:42]=[CH:41][C:17]([O:18][C:19]2[CH:24]=[CH:23][C:22]([C:25]3[N:30]([CH2:31][C:32]4[CH:37]=[CH:36][C:35]([CH3:38])=[CH:34][C:33]=4[CH3:39])[C:29](=[O:40])[CH:28]=[CH:27][CH:26]=3)=[CH:21][CH:20]=2)=[CH:16][CH:15]=1.[CH2:43]([N:45]([CH2:50][CH3:51])[CH2:46][CH2:47]CO)[CH3:44]. (3) Given the product [Cl-:25].[F:24][C:2]([F:1])([F:23])[C:3]1[CH:22]=[CH:21][CH:20]=[CH:19][C:4]=1[CH2:5][CH:6]1[CH2:7][CH2:8][NH2+:9][CH2:10][CH2:11]1, predict the reactants needed to synthesize it. The reactants are: [F:1][C:2]([F:24])([F:23])[C:3]1[CH:22]=[CH:21][CH:20]=[CH:19][C:4]=1[CH:5]=[C:6]1[CH2:11][CH2:10][N:9](C(OC(C)(C)C)=O)[CH2:8][CH2:7]1.[ClH:25].O1CCOCC1. (4) Given the product [Br:24][C:14]1[NH:15][C:16]2[C:12]([N:13]=1)=[C:11]([N:18]1[CH2:19][CH2:20][O:21][CH2:22][CH2:23]1)[N:10]=[C:9]([N:4]1[CH2:5][C@@H:6]([CH3:8])[O:7][C@@H:2]([CH3:1])[CH2:3]1)[N:17]=2, predict the reactants needed to synthesize it. The reactants are: [CH3:1][C@@H:2]1[O:7][C@H:6]([CH3:8])[CH2:5][N:4]([C:9]2[N:17]=[C:16]3[C:12]([N:13]=[CH:14][NH:15]3)=[C:11]([N:18]3[CH2:23][CH2:22][O:21][CH2:20][CH2:19]3)[N:10]=2)[CH2:3]1.[Br:24]Br.S([O-])([O-])(=O)=S.[Na+].[Na+]. (5) Given the product [Si:1]([O:8][C@H:9]1[CH2:12][NH:11][C@@H:10]1[C:20]([O:22][CH3:23])=[O:21])([C:4]([CH3:7])([CH3:6])[CH3:5])([CH3:2])[CH3:3], predict the reactants needed to synthesize it. The reactants are: [Si:1]([O:8][C@H:9]1[CH2:12][N:11](C(OC(C)(C)C)=O)[C@@H:10]1[C:20]([O:22][CH3:23])=[O:21])([C:4]([CH3:7])([CH3:6])[CH3:5])([CH3:3])[CH3:2].C(O)(C(F)(F)F)=O. (6) The reactants are: [NH2:1][C:2]1[C:11]2[N:10]=[CH:9][C:8]([CH2:12][CH2:13][C:14]3[CH:19]=[CH:18][C:17]([C:20](=O)[CH3:21])=[CH:16][CH:15]=3)=[CH:7][C:6]=2[C:5]2[CH:23]=[CH:24][C:25]([CH3:27])=[CH:26][C:4]=2[N:3]=1.[CH3:28][N:29]1[CH2:34][CH2:33][NH:32][CH2:31][CH2:30]1.C(O)(C(F)(F)F)=O. Given the product [CH3:27][C:25]1[CH:24]=[CH:23][C:5]2=[C:6]3[C:11](=[C:2]([NH2:1])[N:3]=[C:4]2[CH:26]=1)[N:10]=[CH:9][C:8]([CH2:12][CH2:13][C:14]1[CH:19]=[CH:18][C:17]([CH:20]([N:32]2[CH2:33][CH2:34][N:29]([CH3:28])[CH2:30][CH2:31]2)[CH3:21])=[CH:16][CH:15]=1)=[CH:7]3, predict the reactants needed to synthesize it. (7) Given the product [O:16]1[CH2:15][C@@H:14]1[CH2:12][O:11][C:8]1[CH:9]=[CH:10][C:4]2[S:3][C:2]([CH3:1])=[N:6][C:5]=2[CH:7]=1, predict the reactants needed to synthesize it. The reactants are: [CH3:1][C:2]1[S:3][C:4]2[CH:10]=[CH:9][C:8]([OH:11])=[CH:7][C:5]=2[N:6]=1.[CH2:12]([C@H:14]1[O:16][CH2:15]1)Cl.C(=O)([O-])[O-].[K+].[K+]. (8) The reactants are: Cl[C:2]1[NH:3][C:4]2[CH:10]=[C:9]([Cl:11])[C:8]([C:12]([F:15])([F:14])[F:13])=[CH:7][C:5]=2[N:6]=1.Cl.[Cl:17][C:18]1[C:19]([N:24]2[CH2:29][CH2:28][NH:27][CH2:26][CH2:25]2)=[N:20][CH:21]=[CH:22][CH:23]=1. Given the product [Cl:11][C:9]1[C:8]([C:12]([F:15])([F:14])[F:13])=[CH:7][C:5]2[NH:6][C:2]([N:27]3[CH2:28][CH2:29][N:24]([C:19]4[C:18]([Cl:17])=[CH:23][CH:22]=[CH:21][N:20]=4)[CH2:25][CH2:26]3)=[N:3][C:4]=2[CH:10]=1, predict the reactants needed to synthesize it. (9) Given the product [CH3:8][CH:9]([NH:11][C:12]([CH:14]=[CH2:15])=[O:13])[CH3:10].[C:1]([O:6][CH3:7])(=[O:5])[C:2]([CH3:4])=[CH2:3], predict the reactants needed to synthesize it. The reactants are: [C:1]([O:6][CH3:7])(=[O:5])[C:2]([CH3:4])=[CH2:3].[CH3:8][CH:9]([NH:11][C:12]([CH:14]=[CH2:15])=[O:13])[CH3:10].N(C(C)(CC)C#N)=NC(C)(CC)C#N. (10) Given the product [OH:8]/[N:7]=[C:9](/[C:11]1[CH:12]=[CH:13][C:14]([NH:17][C:18](=[O:24])[CH2:19][CH2:20][C:21]([O:23][CH3:1])=[O:22])=[N:15][CH:16]=1)\[NH2:10], predict the reactants needed to synthesize it. The reactants are: [C:1](=O)(O)[O-].[Na+].Cl.[NH2:7][OH:8].[C:9]([C:11]1[CH:12]=[CH:13][C:14]([NH:17][C:18](=[O:24])[CH2:19][CH2:20][C:21]([OH:23])=[O:22])=[N:15][CH:16]=1)#[N:10].